This data is from TCR-epitope binding with 47,182 pairs between 192 epitopes and 23,139 TCRs. The task is: Binary Classification. Given a T-cell receptor sequence (or CDR3 region) and an epitope sequence, predict whether binding occurs between them. (1) The epitope is CINGVCWTV. The TCR CDR3 sequence is CASSAGPNQPQHF. Result: 0 (the TCR does not bind to the epitope). (2) The epitope is TTLPVNVAF. The TCR CDR3 sequence is CASSSGLAGPSTDTQYF. Result: 0 (the TCR does not bind to the epitope). (3) The epitope is FLLNKEMYL. The TCR CDR3 sequence is CASTAGGEQYF. Result: 0 (the TCR does not bind to the epitope). (4) The epitope is KAYNVTQAF. The TCR CDR3 sequence is CASSQGLSYNEQFF. Result: 1 (the TCR binds to the epitope). (5) The epitope is KLNVGDYFV. The TCR CDR3 sequence is CASSWGRTYEQYF. Result: 1 (the TCR binds to the epitope). (6) The epitope is ITEEVGHTDLMAAY. The TCR CDR3 sequence is CASSLMTGQNTEAFF. Result: 1 (the TCR binds to the epitope). (7) The epitope is TPINLVRDL. The TCR CDR3 sequence is CSVEGAGKLSYNEQFF. Result: 1 (the TCR binds to the epitope).